This data is from Retrosynthesis with 50K atom-mapped reactions and 10 reaction types from USPTO. The task is: Predict the reactants needed to synthesize the given product. Given the product NC(=O)c1nc(-c2ccccc2)cc2c(C3CCNCC3)c[nH]c12, predict the reactants needed to synthesize it. The reactants are: CC(C)(C)OC(=O)N1CCC(c2c[nH]c3c(C(N)=O)nc(-c4ccccc4)cc23)CC1.